From a dataset of NCI-60 drug combinations with 297,098 pairs across 59 cell lines. Regression. Given two drug SMILES strings and cell line genomic features, predict the synergy score measuring deviation from expected non-interaction effect. (1) Drug 1: CCN(CC)CCNC(=O)C1=C(NC(=C1C)C=C2C3=C(C=CC(=C3)F)NC2=O)C. Cell line: EKVX. Synergy scores: CSS=1.07, Synergy_ZIP=0.902, Synergy_Bliss=1.12, Synergy_Loewe=-1.26, Synergy_HSA=-0.916. Drug 2: CC(C)(C#N)C1=CC(=CC(=C1)CN2C=NC=N2)C(C)(C)C#N. (2) Drug 1: CCC1=C2CN3C(=CC4=C(C3=O)COC(=O)C4(CC)O)C2=NC5=C1C=C(C=C5)O. Drug 2: C1=NNC2=C1C(=O)NC=N2. Cell line: A549. Synergy scores: CSS=15.2, Synergy_ZIP=-5.73, Synergy_Bliss=1.77, Synergy_Loewe=-23.4, Synergy_HSA=0.530. (3) Drug 1: C1=CC(=C2C(=C1NCCNCCO)C(=O)C3=C(C=CC(=C3C2=O)O)O)NCCNCCO. Drug 2: CCCCC(=O)OCC(=O)C1(CC(C2=C(C1)C(=C3C(=C2O)C(=O)C4=C(C3=O)C=CC=C4OC)O)OC5CC(C(C(O5)C)O)NC(=O)C(F)(F)F)O. Cell line: SN12C. Synergy scores: CSS=38.3, Synergy_ZIP=-3.70, Synergy_Bliss=-7.26, Synergy_Loewe=-8.73, Synergy_HSA=-5.27. (4) Drug 1: CCCCC(=O)OCC(=O)C1(CC(C2=C(C1)C(=C3C(=C2O)C(=O)C4=C(C3=O)C=CC=C4OC)O)OC5CC(C(C(O5)C)O)NC(=O)C(F)(F)F)O. Drug 2: CS(=O)(=O)OCCCCOS(=O)(=O)C. Cell line: HOP-92. Synergy scores: CSS=33.3, Synergy_ZIP=0.284, Synergy_Bliss=3.06, Synergy_Loewe=-21.7, Synergy_HSA=-2.84. (5) Drug 1: CNC(=O)C1=CC=CC=C1SC2=CC3=C(C=C2)C(=NN3)C=CC4=CC=CC=N4. Drug 2: CN1CCC(CC1)COC2=C(C=C3C(=C2)N=CN=C3NC4=C(C=C(C=C4)Br)F)OC. Cell line: SF-268. Synergy scores: CSS=3.93, Synergy_ZIP=2.07, Synergy_Bliss=4.21, Synergy_Loewe=-2.11, Synergy_HSA=0.140.